Dataset: Forward reaction prediction with 1.9M reactions from USPTO patents (1976-2016). Task: Predict the product of the given reaction. Given the reactants [NH2:1][CH2:2][C:3]([NH:5][CH:6]([CH3:8])[CH3:7])=[O:4].C(N(CC)C(C)C)(C)C.[F:18][C:19]1[CH:20]=[CH:21][C:22]([N+:28]([O-:30])=[O:29])=[C:23]([CH:27]=1)[C:24](Cl)=[O:25], predict the reaction product. The product is: [F:18][C:19]1[CH:20]=[CH:21][C:22]([N+:28]([O-:30])=[O:29])=[C:23]([CH:27]=1)[C:24]([NH:1][CH2:2][C:3]([NH:5][CH:6]([CH3:8])[CH3:7])=[O:4])=[O:25].